From a dataset of Forward reaction prediction with 1.9M reactions from USPTO patents (1976-2016). Predict the product of the given reaction. (1) Given the reactants C([O-])([O-])=O.[Cs+].[Cs+].F[C:8]1[N:13]=[C:12]([C:14]([O:16][C:17]([CH3:20])([CH3:19])[CH3:18])=[O:15])[CH:11]=[CH:10][CH:9]=1.Cl.Cl.[S:23]1[C:27]2[CH:28]=[CH:29][CH:30]=[CH:31][C:26]=2[N:25]=[C:24]1[NH:32][C:33]([C:35]1[CH:36]=[CH:37][CH:38]=[C:39]2[C:44]=1[CH2:43][NH:42][CH2:41][CH2:40]2)=[O:34], predict the reaction product. The product is: [S:23]1[C:27]2[CH:28]=[CH:29][CH:30]=[CH:31][C:26]=2[N:25]=[C:24]1[NH:32][C:33]([C:35]1[CH:36]=[CH:37][CH:38]=[C:39]2[C:44]=1[CH2:43][N:42]([C:8]1[N:13]=[C:12]([C:14]([O:16][C:17]([CH3:20])([CH3:19])[CH3:18])=[O:15])[CH:11]=[CH:10][CH:9]=1)[CH2:41][CH2:40]2)=[O:34]. (2) The product is: [Br:1][C:2]1[CH:7]=[CH:6][C:5]([O:8][C:11]2[CH:16]=[CH:15][CH:14]=[CH:13][CH:12]=2)=[CH:4][C:3]=1[O:9][CH3:10]. Given the reactants [Br:1][C:2]1[CH:7]=[CH:6][C:5]([OH:8])=[CH:4][C:3]=1[O:9][CH3:10].[C:11]1(B(O)O)[CH:16]=[CH:15][CH:14]=[CH:13][CH:12]=1, predict the reaction product.